Dataset: Forward reaction prediction with 1.9M reactions from USPTO patents (1976-2016). Task: Predict the product of the given reaction. Given the reactants [C@@H:1]12[CH2:6][C@@H:5]1[CH2:4][NH:3][C@@H:2]2[CH2:7][NH:8][C:9]([C:11]1[CH:12]=[CH:13][CH:14]=[C:15]2[O:19][CH:18]=[CH:17][C:16]=12)=[O:10].[CH3:20][C:21]1[S:22][C:23]([C:29]2[CH:30]=[C:31]([CH3:35])[CH:32]=[CH:33][CH:34]=2)=[C:24]([C:26](O)=[O:27])[N:25]=1, predict the reaction product. The product is: [CH3:20][C:21]1[S:22][C:23]([C:29]2[CH:30]=[C:31]([CH3:35])[CH:32]=[CH:33][CH:34]=2)=[C:24]([C:26]([N:3]2[CH2:4][C@@H:5]3[C@@H:1]([CH2:6]3)[C@H:2]2[CH2:7][NH:8][C:9]([C:11]2[CH:12]=[CH:13][CH:14]=[C:15]3[O:19][CH:18]=[CH:17][C:16]=23)=[O:10])=[O:27])[N:25]=1.